This data is from Catalyst prediction with 721,799 reactions and 888 catalyst types from USPTO. The task is: Predict which catalyst facilitates the given reaction. (1) Reactant: [CH3:1][O:2][C:3]1[CH:11]=[CH:10][CH:9]=[CH:8][C:4]=1[CH2:5][Mg]Cl.[Al:12](Cl)([CH2:17][CH:18]([CH3:20])[CH3:19])[CH2:13][CH:14]([CH3:16])[CH3:15]. Product: [CH3:1][O:2][C:3]1[CH:11]=[CH:10][CH:9]=[CH:8][C:4]=1[CH2:5][Al:12]([CH2:17][CH:18]([CH3:20])[CH3:19])[CH2:13][CH:14]([CH3:16])[CH3:15]. The catalyst class is: 7. (2) Reactant: Cl[C:2]1[C:11]2[C:6](=[CH:7][C:8]([O:14][CH2:15][CH2:16][CH2:17][N:18]3[CH2:23][CH2:22][O:21][CH2:20][CH2:19]3)=[C:9]([O:12][CH3:13])[CH:10]=2)[N:5]=[CH:4][N:3]=1.[NH2:24][C:25]1[C:30]2[O:31][CH2:32][O:33][C:29]=2[C:28]([C:34]#[C:35][CH2:36][NH:37][C:38]([N:40]2[CH2:45][CH2:44][O:43][CH2:42][CH2:41]2)=[O:39])=[CH:27][C:26]=1[Cl:46].C[Si]([N-][Si](C)(C)C)(C)C.[Na+]. The catalyst class is: 3. Product: [Cl:46][C:26]1[CH:27]=[C:28]([C:34]#[C:35][CH2:36][NH:37][C:38]([N:40]2[CH2:41][CH2:42][O:43][CH2:44][CH2:45]2)=[O:39])[C:29]2[O:33][CH2:32][O:31][C:30]=2[C:25]=1[NH:24][C:2]1[C:11]2[C:6](=[CH:7][C:8]([O:14][CH2:15][CH2:16][CH2:17][N:18]3[CH2:23][CH2:22][O:21][CH2:20][CH2:19]3)=[C:9]([O:12][CH3:13])[CH:10]=2)[N:5]=[CH:4][N:3]=1. (3) Reactant: [Cl:1][C:2]1[CH:3]=[CH:4][C:5]2[N:11]3[C:12]([C:15]([F:18])([F:17])[F:16])=[N:13][N:14]=[C:10]3[C@@H:9]([CH2:19][CH2:20][OH:21])[S:8][C@H:7]([C:22]3[CH:27]=[CH:26][CH:25]=[C:24]([O:28][CH3:29])[C:23]=3[O:30][CH3:31])[C:6]=2[CH:32]=1.C(N(CC)CC)C.[CH3:40][S:41](Cl)(=[O:43])=[O:42].C(=O)(O)[O-].[Na+]. Product: [CH3:40][S:41]([O:21][CH2:20][CH2:19][C@H:9]1[S:8][C@H:7]([C:22]2[CH:27]=[CH:26][CH:25]=[C:24]([O:28][CH3:29])[C:23]=2[O:30][CH3:31])[C:6]2[CH:32]=[C:2]([Cl:1])[CH:3]=[CH:4][C:5]=2[N:11]2[C:12]([C:15]([F:18])([F:17])[F:16])=[N:13][N:14]=[C:10]12)(=[O:43])=[O:42]. The catalyst class is: 4. (4) Reactant: [CH2:1]([O:8][C:9]([C@@H:11]1[CH2:16][CH2:15][N:14](C(OC(C)(C)C)=O)[CH2:13][C@H:12]1[C:24]([O:26][CH3:27])=[O:25])=[O:10])[C:2]1[CH:7]=[CH:6][CH:5]=[CH:4][CH:3]=1.C(O)(C(F)(F)F)=O. The catalyst class is: 2. Product: [CH2:1]([O:8][C:9]([C@@H:11]1[CH2:16][CH2:15][NH:14][CH2:13][C@H:12]1[C:24]([O:26][CH3:27])=[O:25])=[O:10])[C:2]1[CH:7]=[CH:6][CH:5]=[CH:4][CH:3]=1. (5) The catalyst class is: 3. Reactant: CS(O[CH:6]([C:8]1[CH:12]=[CH:11][O:10][N:9]=1)[CH3:7])(=O)=O.C(=O)([O-])[O-].[Cs+].[Cs+].[F:19][C:20]1[CH:25]=[CH:24][C:23]([C:26]2[N:27]=[CH:28][N:29]([CH:37]3[CH2:42][CH2:41][NH:40][CH2:39][CH2:38]3)[C:30]=2[C:31]2[CH:36]=[CH:35][N:34]=[CH:33][N:32]=2)=[CH:22][CH:21]=1.C(OCC)(=O)C. Product: [F:19][C:20]1[CH:21]=[CH:22][C:23]([C:26]2[N:27]=[CH:28][N:29]([CH:37]3[CH2:42][CH2:41][N:40]([C@@H:6]([C:8]4[CH:12]=[CH:11][O:10][N:9]=4)[CH3:7])[CH2:39][CH2:38]3)[C:30]=2[C:31]2[CH:36]=[CH:35][N:34]=[CH:33][N:32]=2)=[CH:24][CH:25]=1. (6) Reactant: CS(C)=O.C(=O)=O.CC(C)=O.C(Cl)(=O)C(Cl)=O.[C:18]([O:22][C:23](=[O:37])[NH:24][CH2:25][CH:26]([OH:36])[CH2:27][NH:28][C:29]([O:31][C:32]([CH3:35])([CH3:34])[CH3:33])=[O:30])([CH3:21])([CH3:20])[CH3:19].C(N(CC)CC)C. Product: [C:18]([O:22][C:23](=[O:37])[NH:24][CH2:25][C:26](=[O:36])[CH2:27][NH:28][C:29]([O:31][C:32]([CH3:35])([CH3:34])[CH3:33])=[O:30])([CH3:21])([CH3:19])[CH3:20]. The catalyst class is: 34. (7) Reactant: [C:1]([O:5][C:6]([CH3:9])([CH3:8])[CH3:7])(=[O:4])[NH:2][NH2:3].[Cl:10][CH2:11][CH:12]1[C:20]2[C:19]3[CH:21]=[CH:22][C:23]([S:25](Cl)(=[O:27])=[O:26])=[CH:24][C:18]=3[C:17]([N+:29]([O-:31])=[O:30])=[CH:16][C:15]=2[N:14](C(=O)C(F)(F)F)[CH2:13]1.C([O-])([O-])=O.[Cs+].[Cs+].CO. Product: [Cl:10][CH2:11][CH:12]1[C:20]2[C:19]3[CH:21]=[CH:22][C:23]([S:25]([NH:3][NH:2][C:1]([O:5][C:6]([CH3:9])([CH3:8])[CH3:7])=[O:4])(=[O:26])=[O:27])=[CH:24][C:18]=3[C:17]([N+:29]([O-:31])=[O:30])=[CH:16][C:15]=2[NH:14][CH2:13]1. The catalyst class is: 6. (8) Reactant: [O:1]=[S:2]1(=[O:44])[CH2:7][CH2:6][CH:5]([CH2:8][O:9][C:10]2[CH:15]=[CH:14][C:13]([C:16]3[C:20]4[CH:21]=[C:22]([CH2:25][O:26][C:27]5[CH:32]=[CH:31][C:30]([C@@H:33]([C:40]#[C:41][CH3:42])[CH2:34][C:35]([O:37]CC)=[O:36])=[CH:29][CH:28]=5)[CH:23]=[CH:24][C:19]=4[S:18][CH:17]=3)=[C:12]([CH3:43])[CH:11]=2)[CH2:4][CH2:3]1.[Li+].[OH-].Cl. Product: [O:44]=[S:2]1(=[O:1])[CH2:7][CH2:6][CH:5]([CH2:8][O:9][C:10]2[CH:15]=[CH:14][C:13]([C:16]3[C:20]4[CH:21]=[C:22]([CH2:25][O:26][C:27]5[CH:28]=[CH:29][C:30]([C@@H:33]([C:40]#[C:41][CH3:42])[CH2:34][C:35]([OH:37])=[O:36])=[CH:31][CH:32]=5)[CH:23]=[CH:24][C:19]=4[S:18][CH:17]=3)=[C:12]([CH3:43])[CH:11]=2)[CH2:4][CH2:3]1. The catalyst class is: 14. (9) Reactant: C(OC(=O)[NH:10][C:11]1[CH:12]=[C:13]2[C:17](=[CH:18][CH:19]=1)[CH2:16][C:15]1([C:23](=[O:24])[NH:22][C:21]([C:25]3[CH:30]=[CH:29][CH:28]=[CH:27][CH:26]=3)=[N:20]1)[CH2:14]2)C1C=CC=CC=1. Product: [NH2:10][C:11]1[CH:12]=[C:13]2[C:17](=[CH:18][CH:19]=1)[CH2:16][C:15]1([C:23](=[O:24])[NH:22][C:21]([C:25]3[CH:26]=[CH:27][CH:28]=[CH:29][CH:30]=3)=[N:20]1)[CH2:14]2. The catalyst class is: 19.